Dataset: Forward reaction prediction with 1.9M reactions from USPTO patents (1976-2016). Task: Predict the product of the given reaction. (1) Given the reactants [CH3:1][C:2]1[CH:3]=[C:4]([CH:24]=[CH:25][CH:26]=1)[CH:5]=[N:6][NH:7][C:8]1[CH:13]=[C:12]([N:14]2[CH2:19][CH2:18][O:17][CH2:16][CH2:15]2)[N:11]=[C:10]([CH2:20][CH2:21][CH2:22][OH:23])[N:9]=1.[CH3:27][O:28][C:29]1[CH:30]=[C:31]([N:35]=[C:36]=[O:37])[CH:32]=[CH:33][CH:34]=1.CN(C1C=CC=CN=1)C, predict the reaction product. The product is: [CH3:1][C:2]1[CH:3]=[C:4]([CH:24]=[CH:25][CH:26]=1)[CH:5]=[N:6][NH:7][C:8]1[CH:13]=[C:12]([N:14]2[CH2:19][CH2:18][O:17][CH2:16][CH2:15]2)[N:11]=[C:10]([CH2:20][CH2:21][CH2:22][O:23][C:36](=[O:37])[NH:35][C:31]2[CH:32]=[CH:33][CH:34]=[C:29]([O:28][CH3:27])[CH:30]=2)[N:9]=1. (2) Given the reactants Br.Br.[CH2:3]1[C:9]2[CH:10]=[CH:11][C:12]([NH2:14])=[CH:13][C:8]=2[CH2:7][CH2:6][NH:5][CH2:4]1.[OH-:15].[Na+].[CH3:17][O:18][C:19]1[CH:24]=[CH:23][C:22]([S:25]([N:28]=[C:29]=[O:30])(=[O:27])=[O:26])=[CH:21][CH:20]=1.[CH2:31]([O:33][CH2:34][CH3:35])C, predict the reaction product. The product is: [CH3:17][O:18][C:19]1[CH:24]=[CH:23][C:22]([S:25]([NH:28][C:29]([N:5]2[CH2:4][CH2:3][C:9]3[CH:10]=[CH:11][C:12]([NH:14][C:29](=[O:30])[NH:28][S:25]([C:22]4[CH:23]=[CH:35][C:34]([O:33][CH3:31])=[CH:20][CH:21]=4)(=[O:26])=[O:15])=[CH:13][C:8]=3[CH2:7][CH2:6]2)=[O:30])(=[O:26])=[O:27])=[CH:21][CH:20]=1. (3) The product is: [CH3:1][N:2]([S:11]([C:14]1[CH:19]=[CH:18][C:17]([NH:20][CH2:21][C:22]#[CH:23])=[CH:16][CH:15]=1)(=[O:13])=[O:12])[CH2:3][C:4]([OH:6])=[O:5]. Given the reactants [CH3:1][N:2]([S:11]([C:14]1[CH:19]=[CH:18][C:17]([NH:20][CH2:21][C:22]#[CH:23])=[CH:16][CH:15]=1)(=[O:13])=[O:12])[CH2:3][C:4]([O:6]C(C)(C)C)=[O:5].FC(F)(F)C(O)=O, predict the reaction product. (4) The product is: [CH2:12]([O:11][C:3]([C:4]1([C:5]([O:7][CH2:8][CH3:9])=[O:6])[CH2:15][CH:16]([CH2:17][C:18]2[CH:19]=[C:20]3[C:26]4([CH2:30][CH2:29][N:28]([C:31]([O:33][C:34]([CH3:37])([CH3:36])[CH3:35])=[O:32])[CH2:27]4)[CH2:25][N:24]([C:38]([O:40][CH2:41][CH2:42][Si:43]([CH3:45])([CH3:46])[CH3:44])=[O:39])[C:21]3=[CH:22][CH:23]=2)[CH2:47]1)=[O:10])[CH3:13]. Given the reactants [H-].[Na+].[C:3]([O:11][CH2:12][CH3:13])(=[O:10])[CH2:4][C:5]([O:7][CH2:8][CH3:9])=[O:6].Br[CH2:15][CH:16]([CH2:47]Br)[CH2:17][C:18]1[CH:19]=[C:20]2[C:26]3([CH2:30][CH2:29][N:28]([C:31]([O:33][C:34]([CH3:37])([CH3:36])[CH3:35])=[O:32])[CH2:27]3)[CH2:25][N:24]([C:38]([O:40][CH2:41][CH2:42][Si:43]([CH3:46])([CH3:45])[CH3:44])=[O:39])[C:21]2=[CH:22][CH:23]=1.O, predict the reaction product. (5) The product is: [Cl:42][C:39]1[CH:40]=[CH:41][C:36](/[C:34](/[CH3:35])=[CH:33]/[N:6]2[C:7]3[CH:8]=[CH:9][C:10]([CH3:13])=[CH:11][C:12]=3[C:4]3[CH2:3][N:2]([CH3:1])[CH2:15][CH2:14][C:5]2=3)=[CH:37][CH:38]=1. Given the reactants [CH3:1][N:2]1[CH2:15][CH2:14][C:5]2[NH:6][C:7]3[CH:8]=[CH:9][C:10]([CH3:13])=[CH:11][C:12]=3[C:4]=2[CH2:3]1.N1CCC[C@H]1C(O)=O.P([O-])([O-])([O-])=O.[K+].[K+].[K+].Br[CH:33]=[C:34]([C:36]1[CH:41]=[CH:40][C:39]([Cl:42])=[CH:38][CH:37]=1)[CH3:35], predict the reaction product. (6) Given the reactants C([O:9][C@H:10]1[C:24](=[O:25])[N:23]([CH2:26][C:27]([F:30])([F:29])[F:28])[CH2:22][C:13]2[C:14]3[CH:15]=[N:16][NH:17][C:18]=3[C:19]([Cl:21])=[CH:20][C:12]=2[CH2:11]1)(=O)C1C=CC=CC=1.C1COCC1.[OH-].[Li+].O, predict the reaction product. The product is: [Cl:21][C:19]1[C:18]2[NH:17][N:16]=[CH:15][C:14]=2[C:13]2[CH2:22][N:23]([CH2:26][C:27]([F:28])([F:30])[F:29])[C:24](=[O:25])[C@H:10]([OH:9])[CH2:11][C:12]=2[CH:20]=1. (7) Given the reactants [C:1]([O:5][C:6]([NH:8][CH2:9][CH:10]1[CH2:19][CH2:18][C:17]2[C:12](=[CH:13][CH:14]=[C:15]([CH2:20]O)[CH:16]=2)[CH2:11]1)=[O:7])([CH3:4])([CH3:3])[CH3:2].[Cr](Cl)([O-])(=O)=O.[NH+]1C=CC=CC=1.FC(F)(F)C(O)=O.[Cl:40][C:41]1[CH:42]=[C:43]2[C:48](=[CH:49][CH:50]=1)[CH:47]=[C:46]([S:51]([N:54]1[CH2:59][CH2:58][NH:57][CH2:56][CH2:55]1)(=[O:53])=[O:52])[CH:45]=[CH:44]2.C(=O)(O)[O-].[Na+], predict the reaction product. The product is: [C:1]([O:5][C:6]([NH:8][CH2:9][CH:10]1[CH2:19][CH2:18][C:17]2[CH:16]=[C:15]([CH2:20][N:57]3[CH2:56][CH2:55][N:54]([S:51]([C:46]4[CH:45]=[CH:44][C:43]5[C:48](=[CH:49][CH:50]=[C:41]([Cl:40])[CH:42]=5)[CH:47]=4)(=[O:53])=[O:52])[CH2:59][CH2:58]3)[CH:14]=[CH:13][C:12]=2[CH2:11]1)=[O:7])([CH3:4])([CH3:3])[CH3:2].